Dataset: Catalyst prediction with 721,799 reactions and 888 catalyst types from USPTO. Task: Predict which catalyst facilitates the given reaction. (1) Reactant: [CH2:1]([CH:3]([CH2:19][C:20]1[CH:25]=[CH:24][C:23]([O:26][CH3:27])=[C:22]([CH2:28][C:29](=[O:41])[NH:30][C:31]2[CH:36]=[CH:35][C:34]([C:37]([F:40])([F:39])[F:38])=[CH:33][CH:32]=2)[CH:21]=1)[C:4](N1[C@@H](CC2C=CC=CC=2)COC1=O)=O)[CH3:2].OO.[OH2:44].[OH-:45].[Li+].S([O-])(O)=O.[Na+]. Product: [CH2:1]([CH:3]([CH2:19][C:20]1[CH:25]=[CH:24][C:23]([O:26][CH3:27])=[C:22]([CH2:28][C:29](=[O:41])[NH:30][C:31]2[CH:32]=[CH:33][C:34]([C:37]([F:39])([F:40])[F:38])=[CH:35][CH:36]=2)[CH:21]=1)[C:4]([OH:45])=[O:44])[CH3:2]. The catalyst class is: 132. (2) Reactant: [OH-].[Na+].C[O:4][C:5](=[O:34])[CH2:6][C@H:7]1[C:11]2[CH:12]=[CH:13][C:14]([O:16][C@H:17]3[C:25]4[C:20](=[C:21]([O:27][C:28]5[CH:33]=[CH:32][CH:31]=[CH:30][CH:29]=5)[CH:22]=[CH:23][C:24]=4[F:26])[CH2:19][CH2:18]3)=[CH:15][C:10]=2[O:9][CH2:8]1. Product: [F:26][C:24]1[CH:23]=[CH:22][C:21]([O:27][C:28]2[CH:29]=[CH:30][CH:31]=[CH:32][CH:33]=2)=[C:20]2[C:25]=1[C@H:17]([O:16][C:14]1[CH:13]=[CH:12][C:11]3[C@H:7]([CH2:6][C:5]([OH:34])=[O:4])[CH2:8][O:9][C:10]=3[CH:15]=1)[CH2:18][CH2:19]2. The catalyst class is: 111.